From a dataset of Peptide-MHC class II binding affinity with 134,281 pairs from IEDB. Regression. Given a peptide amino acid sequence and an MHC pseudo amino acid sequence, predict their binding affinity value. This is MHC class II binding data. The peptide sequence is AFLLLGLAGNSSPSA. The MHC is DRB1_1501 with pseudo-sequence DRB1_1501. The binding affinity (normalized) is 0.612.